This data is from Full USPTO retrosynthesis dataset with 1.9M reactions from patents (1976-2016). The task is: Predict the reactants needed to synthesize the given product. (1) Given the product [OH:11][C:7]([C:9]1[O:12][C:13]2[C:18](=[N:17][C:16]([CH2:20][C:21]([O:23][CH2:24][CH3:25])=[O:22])=[CH:15][CH:14]=2)[CH:10]=1)([C:4]1[CH:5]=[CH:6][N:1]=[CH:2][N:3]=1)[CH3:8], predict the reactants needed to synthesize it. The reactants are: [N:1]1[CH:6]=[CH:5][C:4]([C:7]([OH:11])([C:9]#[CH:10])[CH3:8])=[N:3][CH:2]=1.[OH:12][C:13]1[CH:14]=[CH:15][C:16]([CH2:20][C:21]([O:23][CH2:24][CH3:25])=[O:22])=[N:17][C:18]=1I. (2) Given the product [OH:39][CH2:38][C@@H:35]([O:34][C:32]1[CH:33]=[C:19]([O:18][C:2]2[N:3]=[CH:4][C:5]([C:8]([O:10][CH3:11])=[O:9])=[N:6][CH:7]=2)[CH:20]=[C:21]([C:22]([NH:24][C:25]2[CH:29]=[CH:28][N:27]([CH3:30])[N:26]=2)=[O:23])[CH:31]=1)[CH2:36][CH3:37], predict the reactants needed to synthesize it. The reactants are: Cl[C:2]1[N:3]=[CH:4][C:5]([C:8]([O:10][CH3:11])=[O:9])=[N:6][CH:7]=1.C(=O)([O-])[O-].[Cs+].[Cs+].[OH:18][C:19]1[CH:20]=[C:21]([CH:31]=[C:32]([O:34][C@H:35]([CH2:38][OH:39])[CH2:36][CH3:37])[CH:33]=1)[C:22]([NH:24][C:25]1[CH:29]=[CH:28][N:27]([CH3:30])[N:26]=1)=[O:23]. (3) Given the product [O:23]1[CH:22]=[CH:3][CH:2]=[C:6]1[C:48]1[CH:49]=[C:50]([CH:74]=[CH:75][CH:76]=1)[CH2:51][CH:52]1[C:59]2[CH:58]=[C:57]([C:60]([O:62][CH3:63])=[O:61])[NH:56][C:55]=2[CH2:54][CH2:53]1.[O:35]1[CH:33]=[CH:30][CH:31]=[C:36]1[C:48]1[CH:49]=[C:50]([CH:74]=[CH:75][CH:76]=1)/[CH:51]=[C:52]1\[CH2:53][CH2:54][C:55]2[N:56]([S:64]([C:67]3[CH:68]=[CH:69][C:70]([CH3:71])=[CH:72][CH:73]=3)(=[O:66])=[O:65])[C:57]([C:60]([O:62][CH3:63])=[O:61])=[CH:58][C:59]\1=2, predict the reactants needed to synthesize it. The reactants are: C[C:2]1[C:3]2[C:22](=[O:23])CCC=2N(S(C2C=CC(C)=CC=2)(=O)=O)[C:6]=1C(O)=O.O=C1C2[CH:31]=[C:30]([C:33]([O:35][CH3:36])=O)NC=2CC1.BrC1C=C(C=CC=1)C[Mg]Br.Br[C:48]1[CH:49]=[C:50]([CH:74]=[CH:75][CH:76]=1)/[CH:51]=[C:52]1\[CH2:53][CH2:54][C:55]2[N:56]([S:64]([C:67]3[CH:73]=[CH:72][C:70]([CH3:71])=[CH:69][CH:68]=3)(=[O:66])=[O:65])[C:57]([C:60]([O:62][CH3:63])=[O:61])=[CH:58][C:59]\1=2.O1C=CC=C1B(O)O. (4) Given the product [F:26][C:10]1[CH:11]=[C:12]2[C:7](=[CH:8][CH:9]=1)[CH:6]=[C:5]([CH2:4][C:3]([OH:27])=[O:2])[C:14]([CH3:15])=[C:13]2[CH:16]1[CH2:21][CH2:20][N:19]([S:22]([CH3:25])(=[O:23])=[O:24])[CH2:18][CH2:17]1, predict the reactants needed to synthesize it. The reactants are: C[O:2][C:3](=[O:27])[CH2:4][C:5]1[C:14]([CH3:15])=[C:13]([CH:16]2[CH2:21][CH2:20][N:19]([S:22]([CH3:25])(=[O:24])=[O:23])[CH2:18][CH2:17]2)[C:12]2[C:7](=[CH:8][CH:9]=[C:10]([F:26])[CH:11]=2)[CH:6]=1.O.[OH-].[Li+]. (5) The reactants are: [CH2:1](N)C.[CH2:4]1[C@@H:16]2[C@H:7]([N:8]([CH2:17][CH2:18][NH2:19])[C:9]3[CH:10]=[CH:11][CH:12]=[CH:13][C:14]=3[CH2:15]2)[CH2:6][CH2:5]1. Given the product [CH2:13]1[C@H:14]2[C@@H:9]([N:8]([CH2:17][CH2:18][NH2:19])[C:7]3[C:16]([CH2:15]2)=[CH:4][CH:1]=[CH:5][CH:6]=3)[CH2:10][CH2:11][CH2:12]1, predict the reactants needed to synthesize it.